This data is from Forward reaction prediction with 1.9M reactions from USPTO patents (1976-2016). The task is: Predict the product of the given reaction. (1) The product is: [CH3:29][O:28][C:5]1[CH:6]=[C:7]([N:10]2[CH2:15][CH2:14][C:13]3[CH:16]=[C:17]([C:19]4[CH:20]=[CH:21][C:22]([O:25][CH3:26])=[CH:23][CH:24]=4)[S:18][C:12]=3[C:11]2=[O:27])[CH:8]=[CH:9][C:4]=1[C:3]([OH:30])=[O:2]. Given the reactants C[O:2][C:3](=[O:30])[C:4]1[CH:9]=[CH:8][C:7]([N:10]2[CH2:15][CH2:14][C:13]3[CH:16]=[C:17]([C:19]4[CH:24]=[CH:23][C:22]([O:25][CH3:26])=[CH:21][CH:20]=4)[S:18][C:12]=3[C:11]2=[O:27])=[CH:6][C:5]=1[O:28][CH3:29].O.[OH-].[Li+].Cl, predict the reaction product. (2) Given the reactants [C:1]([C:5]1[CH:10]=[CH:9][C:8]([N+:11]([O-:13])=[O:12])=[CH:7][C:6]=1[S:14](Cl)(=[O:16])=[O:15])([CH3:4])([CH3:3])[CH3:2].[NH4+:18].[OH-], predict the reaction product. The product is: [C:1]([C:5]1[CH:10]=[CH:9][C:8]([N+:11]([O-:13])=[O:12])=[CH:7][C:6]=1[S:14]([NH2:18])(=[O:16])=[O:15])([CH3:4])([CH3:3])[CH3:2]. (3) The product is: [O:5]1[CH2:1][CH2:2][CH2:3][CH:32]1[CH2:33][N:6]1[CH2:11][CH2:10][CH:9]([O:12][C:13]2[CH:18]=[CH:17][C:16]([NH:19][C:20]([N:22]3[CH2:30][C:29]4[CH:28]=[CH:27][N:26]=[CH:25][C:24]=4[CH2:23]3)=[O:21])=[CH:15][CH:14]=2)[CH2:8][CH2:7]1. Given the reactants [CH:1](=[O:5])[CH:2](C)[CH3:3].[NH:6]1[CH2:11][CH2:10][CH:9]([O:12][C:13]2[CH:18]=[CH:17][C:16]([NH:19][C:20]([N:22]3[CH2:30][C:29]4[CH:28]=[CH:27][N:26]=[CH:25][C:24]=4[CH2:23]3)=[O:21])=[CH:15][CH:14]=2)[CH2:8][CH2:7]1.N1CC=C(C2C=CC(NC(N3CC4C(=CC=CC=4)C3)=O)=CC=2)[CH2:33][CH2:32]1, predict the reaction product. (4) Given the reactants [NH2:1][C:2]1[CH:11]=[CH:10][CH:9]=[C:8]2[C:3]=1[C:4](=[O:30])[C:5]([C:12]([NH:14][C:15]1[CH:20]=[C:19]([OH:21])[C:18]([C:22]([CH3:25])([CH3:24])[CH3:23])=[CH:17][C:16]=1[C:26]([CH3:29])([CH3:28])[CH3:27])=[O:13])=[CH:6][NH:7]2.[CH2:31]=O, predict the reaction product. The product is: [C:26]([C:16]1[CH:17]=[C:18]([C:22]([CH3:23])([CH3:24])[CH3:25])[C:19]([OH:21])=[CH:20][C:15]=1[NH:14][C:12]([C:5]1[C:4](=[O:30])[C:3]2[C:8](=[CH:9][CH:10]=[CH:11][C:2]=2[NH:1][CH3:31])[NH:7][CH:6]=1)=[O:13])([CH3:29])([CH3:28])[CH3:27].